Regression. Given a peptide amino acid sequence and an MHC pseudo amino acid sequence, predict their binding affinity value. This is MHC class I binding data. From a dataset of Peptide-MHC class I binding affinity with 185,985 pairs from IEDB/IMGT. (1) The MHC is H-2-Kb with pseudo-sequence H-2-Kb. The peptide sequence is TSNVITDQTV. The binding affinity (normalized) is 0.213. (2) The peptide sequence is SLSHYFTLV. The MHC is HLA-A02:03 with pseudo-sequence HLA-A02:03. The binding affinity (normalized) is 1.00. (3) The peptide sequence is VIPDELIDVL. The MHC is HLA-A02:02 with pseudo-sequence HLA-A02:02. The binding affinity (normalized) is 0.277. (4) The peptide sequence is YIPPYCTI. The MHC is Mamu-B01 with pseudo-sequence Mamu-B01. The binding affinity (normalized) is 0.324. (5) The peptide sequence is NVFISPASI. The MHC is HLA-A02:03 with pseudo-sequence HLA-A02:03. The binding affinity (normalized) is 1.00. (6) The peptide sequence is RSLFNTVATLY. The MHC is HLA-A68:01 with pseudo-sequence HLA-A68:01. The binding affinity (normalized) is 0.